Dataset: Peptide-MHC class II binding affinity with 134,281 pairs from IEDB. Task: Regression. Given a peptide amino acid sequence and an MHC pseudo amino acid sequence, predict their binding affinity value. This is MHC class II binding data. (1) The peptide sequence is WGNGCGLFGKGSIVA. The MHC is DRB1_0802 with pseudo-sequence DRB1_0802. The binding affinity (normalized) is 0. (2) The peptide sequence is GSMAKKGDEQKLRSA. The MHC is HLA-DQA10104-DQB10503 with pseudo-sequence HLA-DQA10104-DQB10503. The binding affinity (normalized) is 0. (3) The peptide sequence is YDFFLANVSTVLTGK. The MHC is DRB1_1001 with pseudo-sequence DRB1_1001. The binding affinity (normalized) is 0.832. (4) The peptide sequence is ECGGILQAYDLRDAP. The MHC is DRB1_0101 with pseudo-sequence DRB1_0101. The binding affinity (normalized) is 0.593. (5) The MHC is DRB1_0404 with pseudo-sequence DRB1_0404. The peptide sequence is DCCMEILGAVLEAVD. The binding affinity (normalized) is 0.627. (6) The peptide sequence is QKLIEDVNASFRAAM. The binding affinity (normalized) is 0.303. The MHC is HLA-DQA10501-DQB10201 with pseudo-sequence HLA-DQA10501-DQB10201. (7) The peptide sequence is IPAGELQIIDKIDAA. The MHC is DRB3_0101 with pseudo-sequence DRB3_0101. The binding affinity (normalized) is 0.286. (8) The peptide sequence is ASVGKMIDGIGRFYI. The MHC is DRB1_0301 with pseudo-sequence DRB1_0301. The binding affinity (normalized) is 0.166. (9) The peptide sequence is QMRSMPFLRKTRWTF. The MHC is DRB1_0901 with pseudo-sequence DRB1_0901. The binding affinity (normalized) is 0.531. (10) The peptide sequence is SMPFLRKTRWTFLLS. The MHC is DRB1_1101 with pseudo-sequence DRB1_1101. The binding affinity (normalized) is 0.770.